From a dataset of Full USPTO retrosynthesis dataset with 1.9M reactions from patents (1976-2016). Predict the reactants needed to synthesize the given product. (1) Given the product [CH2:7]([O:6][C:4](=[O:5])[C:3]1[CH:9]=[CH:10][C:11]([C:13]2[CH:14]=[CH:15][C:16]3[N:17]([C:19]([C:28]4[CH:29]=[CH:30][C:25]([C:23]#[N:24])=[CH:26][CH:27]=4)=[CH:20][N:21]=3)[CH:18]=2)=[CH:12][C:2]=1[F:1])[CH3:8], predict the reactants needed to synthesize it. The reactants are: [F:1][C:2]1[CH:12]=[C:11]([C:13]2[CH:14]=[CH:15][C:16]3[N:17]([C:19](I)=[CH:20][N:21]=3)[CH:18]=2)[CH:10]=[CH:9][C:3]=1[C:4]([O:6][CH2:7][CH3:8])=[O:5].[C:23]([C:25]1[CH:30]=[CH:29][C:28](B(O)O)=[CH:27][CH:26]=1)#[N:24].[O-]P([O-])([O-])=O.[K+].[K+].[K+].O. (2) Given the product [CH:6]1([C:9]([CH:11]2[CH2:16][CH2:15][N:14]([C:17]([O:19][C:20]([CH3:23])([CH3:22])[CH3:21])=[O:18])[CH2:13][CH2:12]2)=[CH2:1])[CH2:8][CH2:7]1, predict the reactants needed to synthesize it. The reactants are: [CH2:1]([Li])CCC.[CH:6]1([C:9]([CH:11]2[CH2:16][CH2:15][N:14]([C:17]([O:19][C:20]([CH3:23])([CH3:22])[CH3:21])=[O:18])[CH2:13][CH2:12]2)=O)[CH2:8][CH2:7]1.